Task: Regression/Classification. Given a drug SMILES string, predict its absorption, distribution, metabolism, or excretion properties. Task type varies by dataset: regression for continuous measurements (e.g., permeability, clearance, half-life) or binary classification for categorical outcomes (e.g., BBB penetration, CYP inhibition). Dataset: cyp2c19_veith.. Dataset: CYP2C19 inhibition data for predicting drug metabolism from PubChem BioAssay (1) The compound is CC1=C(C(N)=O)C(c2ccccn2)n2nc(SCc3ccccc3Cl)nc2N1. The result is 0 (non-inhibitor). (2) The result is 1 (inhibitor). The compound is CCCC(=O)N1c2ccccc2C(N(C(C)=O)c2ccccc2)CC1C.